Dataset: Forward reaction prediction with 1.9M reactions from USPTO patents (1976-2016). Task: Predict the product of the given reaction. (1) Given the reactants [F:1][C:2]1[CH:3]=[C:4]([C:9]2[S:17][C:16]3[C:15](=[O:18])[N:14]([CH:19]4[CH2:24][CH2:23][N:22](C(OC(C)(C)C)=O)[CH2:21][CH2:20]4)[C:13](=[O:32])[N:12]([CH2:33][C:34]4[O:38][N:37]=[C:36]([CH2:39][CH3:40])[N:35]=4)[C:11]=3[CH:10]=2)[CH:5]=[CH:6][C:7]=1[F:8].[ClH:41], predict the reaction product. The product is: [ClH:41].[F:1][C:2]1[CH:3]=[C:4]([C:9]2[S:17][C:16]3[C:15](=[O:18])[N:14]([CH:19]4[CH2:20][CH2:21][NH:22][CH2:23][CH2:24]4)[C:13](=[O:32])[N:12]([CH2:33][C:34]4[O:38][N:37]=[C:36]([CH2:39][CH3:40])[N:35]=4)[C:11]=3[CH:10]=2)[CH:5]=[CH:6][C:7]=1[F:8]. (2) Given the reactants Cl[C:2]1[CH:3]=[CH:4][C:5]([OH:11])=[C:6]([CH:10]=1)[C:7]([OH:9])=[O:8].[CH3:12][C:13]1[CH:18]=[CH:17][CH:16]=[CH:15][C:14]=1B(O)O.C([O-])([O-])=O.[K+].[K+], predict the reaction product. The product is: [OH:11][C:5]1[CH:4]=[CH:3][C:2]([C:14]2[CH:15]=[CH:16][CH:17]=[CH:18][C:13]=2[CH3:12])=[CH:10][C:6]=1[C:7]([OH:9])=[O:8]. (3) The product is: [Cl:17][CH2:11][C:4]1[CH:5]=[C:6]([F:10])[C:7]([S:8][CH3:9])=[C:2]([F:1])[CH:3]=1. Given the reactants [F:1][C:2]1[CH:3]=[C:4]([CH2:11]O)[CH:5]=[C:6]([F:10])[C:7]=1[S:8][CH3:9].CS([Cl:17])(=O)=O.Cl, predict the reaction product. (4) Given the reactants [CH3:1][C:2]([N+:14]([O-:16])=[O:15])([CH3:13])[CH2:3][CH2:4][CH:5]=[C:6]1[NH:10][C:9](=[O:11])[NH:8][C:7]1=[O:12].[OH-].[Na+].[H][H], predict the reaction product. The product is: [CH3:13][C:2]([N+:14]([O-:16])=[O:15])([CH3:1])[CH2:3][CH2:4][CH2:5][CH:6]1[NH:10][C:9](=[O:11])[NH:8][C:7]1=[O:12].